This data is from Forward reaction prediction with 1.9M reactions from USPTO patents (1976-2016). The task is: Predict the product of the given reaction. (1) Given the reactants [H-].[Na+].[CH3:3][O:4][C:5]1[C:6]([NH2:11])=[N:7][CH:8]=[CH:9][N:10]=1.[Cl:12][C:13]1[C:18]([Cl:19])=[C:17]([F:20])[CH:16]=[CH:15][C:14]=1[S:21](Cl)(=[O:23])=[O:22], predict the reaction product. The product is: [Cl:12][C:13]1[C:18]([Cl:19])=[C:17]([F:20])[CH:16]=[CH:15][C:14]=1[S:21]([NH:11][C:6]1[C:5]([O:4][CH3:3])=[N:10][CH:9]=[CH:8][N:7]=1)(=[O:23])=[O:22]. (2) Given the reactants [Cl-].[CH3:2][O:3][CH2:4][P+](C1C=CC=CC=1)(C1C=CC=CC=1)C1C=CC=CC=1.CC(C)([O-])C.[K+].[C:30]([C:34]1[CH:39]=[CH:38][C:37]([N:40]2[CH2:44][CH2:43][C:42]3([CH2:49][CH2:48][C:47](=O)[CH2:46][CH2:45]3)[C:41]2=[O:51])=[CH:36][CH:35]=1)([CH3:33])([CH3:32])[CH3:31], predict the reaction product. The product is: [C:30]([C:34]1[CH:35]=[CH:36][C:37]([N:40]2[CH2:44][CH2:43][C:42]3([CH2:49][CH2:48][C:47](=[CH:2][O:3][CH3:4])[CH2:46][CH2:45]3)[C:41]2=[O:51])=[CH:38][CH:39]=1)([CH3:32])([CH3:31])[CH3:33]. (3) Given the reactants [OH:1][CH:2]([C:18]1[O:19][C:20]([C:23]2[N:28]=[CH:27][C:26]([C:29]([O:31][CH3:32])=[O:30])=[CH:25][CH:24]=2)=[CH:21][N:22]=1)[CH2:3][CH2:4][C:5]1[CH:10]=[CH:9][C:8]([O:11][C:12]2[CH:17]=[CH:16][CH:15]=[CH:14][CH:13]=2)=[CH:7][CH:6]=1.CC(OI1(OC(C)=O)(OC(C)=O)OC(=O)C2C=CC=CC1=2)=O.C([O-])(O)=O.[Na+], predict the reaction product. The product is: [O:11]([C:8]1[CH:7]=[CH:6][C:5]([CH2:4][CH2:3][C:2]([C:18]2[O:19][C:20]([C:23]3[N:28]=[CH:27][C:26]([C:29]([O:31][CH3:32])=[O:30])=[CH:25][CH:24]=3)=[CH:21][N:22]=2)=[O:1])=[CH:10][CH:9]=1)[C:12]1[CH:17]=[CH:16][CH:15]=[CH:14][CH:13]=1. (4) Given the reactants [I:1][C:2]1[CH:26]=[CH:25][C:5]([C:6]([N:8]([CH2:15][CH2:16][C:17]2[CH:22]=[CH:21][CH:20]=[C:19]([O:23][CH3:24])[CH:18]=2)[C:9]2[CH:14]=[CH:13][CH:12]=[CH:11][CH:10]=2)=O)=[CH:4][CH:3]=1.C(Cl)Cl, predict the reaction product. The product is: [I:1][C:2]1[CH:26]=[CH:25][C:5]([CH:6]2[C:22]3[C:17](=[CH:18][C:19]([O:23][CH3:24])=[CH:20][CH:21]=3)[CH2:16][CH2:15][N:8]2[C:9]2[CH:14]=[CH:13][CH:12]=[CH:11][CH:10]=2)=[CH:4][CH:3]=1. (5) Given the reactants [NH:1]1[C:9]2[C:4](=[CH:5][CH:6]=[CH:7][CH:8]=2)[C:3]2([C:13]3=[CH:14][C:15]4[O:19][CH2:18][O:17][C:16]=4[CH:20]=[C:12]3[O:11][CH2:10]2)[C:2]1=[O:21].[CH3:22][O:23][C:24]1[CH:31]=[CH:30][C:27]([CH2:28]Cl)=[CH:26][CH:25]=1.[I-].[K+].C(=O)([O-])[O-].[Cs+].[Cs+], predict the reaction product. The product is: [CH3:22][O:23][C:24]1[CH:31]=[CH:30][C:27]([CH2:28][N:1]2[C:9]3[C:4](=[CH:5][CH:6]=[CH:7][CH:8]=3)[C:3]3([C:13]4=[CH:14][C:15]5[O:19][CH2:18][O:17][C:16]=5[CH:20]=[C:12]4[O:11][CH2:10]3)[C:2]2=[O:21])=[CH:26][CH:25]=1. (6) Given the reactants Br[C:2]1[N:6]2[N:7]=[C:8]([Cl:11])[CH:9]=[CH:10][C:5]2=[N:4][CH:3]=1.CC[Mg+].[Br-].[F:16][C:17]1[C:26]([CH:27]=[O:28])=[C:25]([F:29])[CH:24]=[C:23]2[C:18]=1[CH:19]=[CH:20][CH:21]=[N:22]2, predict the reaction product. The product is: [Cl:11][C:8]1[CH:9]=[CH:10][C:5]2[N:6]([C:2]([CH:27]([C:26]3[C:17]([F:16])=[C:18]4[C:23](=[CH:24][C:25]=3[F:29])[N:22]=[CH:21][CH:20]=[CH:19]4)[OH:28])=[CH:3][N:4]=2)[N:7]=1.